Dataset: Forward reaction prediction with 1.9M reactions from USPTO patents (1976-2016). Task: Predict the product of the given reaction. (1) Given the reactants [CH2:1]([N:3]1[C:11]2[C:6](=[CH:7][C:8]([F:12])=[CH:9][CH:10]=2)[C:5]([CH3:13])=[C:4]1[C:14]([OH:16])=O)[CH3:2].[NH2:17][CH2:18][C:19]1[CH:20]=[C:21]([CH:37]=[C:38]([F:40])[CH:39]=1)[O:22][C:23]1[CH:35]=[CH:34][C:26]([O:27][C:28]([CH3:33])([CH3:32])[C:29]([OH:31])=[O:30])=[C:25]([CH3:36])[CH:24]=1, predict the reaction product. The product is: [CH2:1]([N:3]1[C:11]2[C:6](=[CH:7][C:8]([F:12])=[CH:9][CH:10]=2)[C:5]([CH3:13])=[C:4]1[C:14]([NH:17][CH2:18][C:19]1[CH:20]=[C:21]([CH:37]=[C:38]([F:40])[CH:39]=1)[O:22][C:23]1[CH:35]=[CH:34][C:26]([O:27][C:28]([CH3:33])([CH3:32])[C:29]([OH:31])=[O:30])=[C:25]([CH3:36])[CH:24]=1)=[O:16])[CH3:2]. (2) Given the reactants [Br:1][C:2]1[CH:3]=[C:4]([CH2:8][CH2:9][CH2:10][OH:11])[CH:5]=[CH:6][CH:7]=1.[CH3:12][C:13](OC(C)=O)=[O:14].CCN(CC)CC, predict the reaction product. The product is: [C:13]([O:11][CH2:10][CH2:9][CH2:8][C:4]1[CH:5]=[CH:6][CH:7]=[C:2]([Br:1])[CH:3]=1)(=[O:14])[CH3:12]. (3) Given the reactants [CH3:1][N:2]1[CH2:7][CH2:6][C:5]([C:10]2[CH:15]=[CH:14][C:13]([F:16])=[CH:12][CH:11]=2)([C:8]#[N:9])[CH2:4][CH2:3]1.[H-].[H-].[H-].[H-].[Li+].[Al+3], predict the reaction product. The product is: [CH3:1][N:2]1[CH2:3][CH2:4][C:5]([C:10]2[CH:11]=[CH:12][C:13]([F:16])=[CH:14][CH:15]=2)([CH2:8][NH2:9])[CH2:6][CH2:7]1. (4) Given the reactants [Cl:1][C:2]1[CH:10]=[C:9]([C:11]([NH:13][CH:14]([C:16]2[NH:20][C:19]3[CH:21]=[CH:22][C:23]([Cl:25])=[CH:24][C:18]=3[N:17]=2)[CH3:15])=[O:12])[CH:8]=[CH:7][C:3]=1[C:4]([OH:6])=O.[CH3:26][CH:27]1[CH2:31][CH2:30][CH:29]([CH3:32])[NH:28]1.C(N(C(C)C)CC)(C)C.ClCl, predict the reaction product. The product is: [Cl:1][C:2]1[CH:10]=[C:9]([CH:8]=[CH:7][C:3]=1[C:4]([N:28]1[CH:29]([CH3:32])[CH2:30][CH2:31][CH:27]1[CH3:26])=[O:6])[C:11]([NH:13][CH:14]([C:16]1[NH:20][C:19]2[CH:21]=[CH:22][C:23]([Cl:25])=[CH:24][C:18]=2[N:17]=1)[CH3:15])=[O:12]. (5) The product is: [C:21]1([C:25]2[CH:26]=[CH:27][CH:28]=[CH:29][CH:30]=2)[CH:22]=[CH:23][CH:24]=[C:19]([NH:18][C:2]2[N:10]=[CH:9][C:8]([F:11])=[CH:7][C:3]=2[C:4]([OH:6])=[O:5])[CH:20]=1. Given the reactants Cl[C:2]1[N:10]=[CH:9][C:8]([F:11])=[CH:7][C:3]=1[C:4]([OH:6])=[O:5].C(=O)([O-])[O-].[K+].[K+].[NH2:18][C:19]1[CH:20]=[C:21]([C:25]2[CH:30]=[CH:29][CH:28]=[CH:27][CH:26]=2)[CH:22]=[CH:23][CH:24]=1.Cl, predict the reaction product.